Task: Predict the reactants needed to synthesize the given product.. Dataset: Full USPTO retrosynthesis dataset with 1.9M reactions from patents (1976-2016) (1) Given the product [NH2:19][C:8]1[N:9]=[C:10]([C:11]2[CH:16]=[CH:15][C:14]([Cl:17])=[CH:13][C:12]=2[Cl:18])[C:5]2[CH:4]=[C:3]([CH2:2][NH:1][C:28](=[O:30])[CH3:29])[S:20][C:6]=2[N:7]=1, predict the reactants needed to synthesize it. The reactants are: [NH2:1][CH2:2][C:3]1[S:20][C:6]2[N:7]=[C:8]([NH2:19])[N:9]=[C:10]([C:11]3[CH:16]=[CH:15][C:14]([Cl:17])=[CH:13][C:12]=3[Cl:18])[C:5]=2[CH:4]=1.C(N(CC)CC)C.[C:28](Cl)(=[O:30])[CH3:29]. (2) The reactants are: I[C:2]1[CH:7]=[CH:6][C:5]([S:8]([NH:11][C:12]2[S:13][CH:14]=[CH:15][N:16]=2)(=[O:10])=[O:9])=[CH:4][CH:3]=1.C([C:21]1[CH:26]=[CH:25][C:24]([NH:27][C:28](C)(C)[CH2:29][NH2:30])=[CH:23][CH:22]=1)(C)(C)C.[C:33](=[O:36])([O-])[O-].[Na+].[Na+].O.C(=O)([O-])[O-].[ClH:44]. Given the product [Cl:44][C:21]1[CH:22]=[CH:23][C:24]([NH:27][CH2:28][CH2:29][NH:30][C:33](=[O:36])[C:2]2[CH:7]=[CH:6][C:5]([S:8]([NH:11][C:12]3[S:13][CH:14]=[CH:15][N:16]=3)(=[O:10])=[O:9])=[CH:4][CH:3]=2)=[CH:25][CH:26]=1, predict the reactants needed to synthesize it. (3) Given the product [F:18][C:2]([F:1])([F:17])[C:3]1[C:11]([CH2:12][OH:13])=[C:6]2[CH:7]=[CH:8][CH:9]=[CH:10][N:5]2[N:4]=1, predict the reactants needed to synthesize it. The reactants are: [F:1][C:2]([F:18])([F:17])[C:3]1[C:11]([C:12](OCC)=[O:13])=[C:6]2[CH:7]=[CH:8][CH:9]=[CH:10][N:5]2[N:4]=1.[H-].[Al+3].[Li+].[H-].[H-].[H-].CO.[OH-].[Na+]. (4) Given the product [C:1]([C:3]1[N:8]=[C:7]2[NH:9][CH:10]=[C:11]([CH:12]=[O:14])[C:6]2=[CH:5][CH:4]=1)#[CH:2], predict the reactants needed to synthesize it. The reactants are: [C:1]([C:3]1[N:8]=[C:7]2[NH:9][CH:10]=[CH:11][C:6]2=[CH:5][CH:4]=1)#[CH:2].[C:12](O)(=[O:14])C.C1N2CN3CN(C2)CN1C3.C(=O)([O-])O.[Na+]. (5) Given the product [NH2:14][CH:15]1[CH2:19][CH2:18][N:17]([C:20]([C:22]2[S:23][C:24]3[C:33]4[N:32]=[C:31]([NH:34][C:35]5[CH:36]=[C:37]([S:41]([NH2:42])(=[O:43])=[O:44])[CH:38]=[CH:39][CH:40]=5)[N:30]=[CH:29][C:28]=4[CH:27]=[CH:26][C:25]=3[N:45]=2)=[O:21])[CH2:16]1, predict the reactants needed to synthesize it. The reactants are: FC(F)(F)C(O)=O.C(OC(=O)[NH:14][CH:15]1[CH2:19][CH2:18][N:17]([C:20]([C:22]2[S:23][C:24]3[C:33]4[N:32]=[C:31]([NH:34][C:35]5[CH:40]=[CH:39][CH:38]=[C:37]([S:41](=[O:44])(=[O:43])[NH2:42])[CH:36]=5)[N:30]=[CH:29][C:28]=4[CH:27]=[CH:26][C:25]=3[N:45]=2)=[O:21])[CH2:16]1)(C)(C)C. (6) Given the product [CH:66]([C:4]1[CH:16]=[CH:15][C:7]([C:8]([O:10][C:11]([CH3:14])([CH3:13])[CH3:12])=[O:9])=[CH:6][C:5]=1[C:17]([N:19]1[CH2:28][CH2:27][C:26]2[C:21](=[CH:22][CH:23]=[CH:24][CH:25]=2)[CH2:20]1)=[O:18])=[O:67], predict the reactants needed to synthesize it. The reactants are: [C]=O.I[C:4]1[CH:16]=[CH:15][C:7]([C:8]([O:10][C:11]([CH3:14])([CH3:13])[CH3:12])=[O:9])=[CH:6][C:5]=1[C:17]([N:19]1[CH2:28][CH2:27][C:26]2[C:21](=[CH:22][CH:23]=[CH:24][CH:25]=2)[CH2:20]1)=[O:18].CCN(C(C)C)C(C)C.C([SiH](CCCCCCCC)CCCCCCCC)CCCCCCC.CN([CH:66]=[O:67])C. (7) Given the product [CH2:13]([N:8]([CH2:9][CH:10]([CH3:12])[CH3:11])[C:7]1[CH:6]=[CH:5][C:4]([C:17]2[C:18]([C:24]([OH:26])=[O:25])=[C:19]([CH3:23])[CH:20]=[CH:21][CH:22]=2)=[CH:3][C:2]=1[NH:1][C:28]([NH:27][C:30]1[CH:35]=[CH:34][C:33]([O:36][C:37]([F:38])([F:39])[F:40])=[CH:32][CH:31]=1)=[O:29])[CH:14]([CH3:15])[CH3:16], predict the reactants needed to synthesize it. The reactants are: [NH2:1][C:2]1[CH:3]=[C:4]([C:17]2[C:18]([C:24]([OH:26])=[O:25])=[C:19]([CH3:23])[CH:20]=[CH:21][CH:22]=2)[CH:5]=[CH:6][C:7]=1[N:8]([CH2:13][CH:14]([CH3:16])[CH3:15])[CH2:9][CH:10]([CH3:12])[CH3:11].[N:27]([C:30]1[CH:35]=[CH:34][C:33]([O:36][C:37]([F:40])([F:39])[F:38])=[CH:32][CH:31]=1)=[C:28]=[O:29]. (8) The reactants are: Cl.[CH2:2]([C:5]1([C:11]([O:13][CH2:14][CH3:15])=[O:12])[CH2:10][CH2:9][NH:8][CH2:7][CH2:6]1)[CH:3]=[CH2:4].CCN(C(C)C)C(C)C.[Br:25][C:26]1[CH:27]=[N:28][C:29](Cl)=[N:30][CH:31]=1.CCCCCC. Given the product [CH2:2]([C:5]1([C:11]([O:13][CH2:14][CH3:15])=[O:12])[CH2:10][CH2:9][N:8]([C:29]2[N:30]=[CH:31][C:26]([Br:25])=[CH:27][N:28]=2)[CH2:7][CH2:6]1)[CH:3]=[CH2:4], predict the reactants needed to synthesize it. (9) The reactants are: [CH:1]1([N:4]2[CH2:9][CH2:8][NH:7][CH2:6][CH2:5]2)[CH2:3][CH2:2]1.[Cl:10][C:11]1[CH:20]=[CH:19][C:18]2[C:13](=[CH:14][C:15]([F:21])=[CH:16][CH:17]=2)[N:12]=1. Given the product [ClH:10].[CH:1]1([N:4]2[CH2:9][CH2:8][N:7]([C:11]3[CH:20]=[CH:19][C:18]4[C:13](=[CH:14][C:15]([F:21])=[CH:16][CH:17]=4)[N:12]=3)[CH2:6][CH2:5]2)[CH2:3][CH2:2]1, predict the reactants needed to synthesize it.